The task is: Binary Classification. Given a miRNA mature sequence and a target amino acid sequence, predict their likelihood of interaction.. This data is from Experimentally validated miRNA-target interactions with 360,000+ pairs, plus equal number of negative samples. (1) The miRNA is mmu-miR-5108 with sequence GUAGAGCACUGGAUGGUUU. The protein sequence of the target gene is MALLIHLKTVSELRGRGDRIAKVTFRGQSFYSRVLENCEDVADFDETFRWPVASSIDRNEMLEIQVFNYSKVFSNKLIGTFRMVLQKVVEESHVEVTDTLIDDNNAIIKTSLCVEVRYQATDGTVGSWDDGDFLGDESLQEEEKDSQETDGLLPGSRPSSRPPGEKSFRRAGRSVFSAMKLGKNRSHKEEPQRPDEPAVLEMEDLDHLAIRLGDGLDPDSVSLASVTALTTNVSNKRSKPDIKMEPSAGRPMDYQVSITVIEARQLVGLNMDPVVCVEVGDDKKYTSMKESTNCPYYNEY.... Result: 0 (no interaction). (2) The miRNA is dme-miR-34-5p with sequence UGGCAGUGUGGUUAGCUGGUUGUG. The protein sequence of the target gene is MDKILEGLVSSSHPLPLKRVIVRKVVESAEHWLDEAQCEAMFDLTTRLILEGQDPFQRQVGHQVLEAYARYHRPEFESFFNKTFVLGLLHQGYHSLDRKDVAILDYIHNGLKLIMSCPSVLDLFSLLQVEVLRMVCERPEPQLCARLSDLLTDFVQCIPKGKLSITFCQQLVRTIGHFQCVSTQERELREYVSQVTKVSNLLQNIWKAEPATLLPSLQEVFASISSTDASFEPSVALASLVQHIPLQMITVLIRSLTTDPNVKDASMTQALCRMIDWLSWPLAQHVDTWVIALLKGLAAV.... Result: 0 (no interaction). (3) The miRNA is rno-miR-10b-5p with sequence CCCUGUAGAACCGAAUUUGUGU. The protein sequence of the target gene is MAQSSPQLDIQVLHDLRQRFPEIPEGVVSQCMLQNNNNLEACCRALSQESSKYLYMEYHSPDDNRMNRNRLLHINLGIHSPSSYHPGDGAQLNGGRTLVHSSSDGHIDPQHAAGKQLICLVQEPHSAPAVVAATPNYNPFFMNEQNRSAATPPSQPPQQPSSMQTGMNPSAMQGPSPPPPPPSYMHIPRYSTNPITVTVSQNLPSGQTVPRALQILPQIPSNLYGSPGSIYIRQTSQSSSGRQTPQSTPWQSSPQGPVPHYSQRPLPVYPHQQNYQPSQYSPKQQQIPQSAYHSPPPSQC.... Result: 0 (no interaction). (4) The miRNA is mmu-miR-6955-3p with sequence ACACCUGUCUCCUUUGCCCACA. The protein sequence of the target gene is MASDTPESLMALCTDFCLRNLDGTLGYLLDKETLRLHPDIFLPSEICDQLVNEYVELVSAACTFEPHETFFSLFSDPRSTRLTRIHLREDLVQDQDLEAIRKQDLVELYLTNCEKLSAKSLQTLRSFRHSLVSLSLSGCANIFYEEDNPGGCEDECLVNPTCQVLVKDFTFEGFSRLRFLNLGRMIDGIPVESLLRPLNSLAALDLSGIQTSDATFLTQWKDSLMSLVLYNMDLSDDHIRVIVQLHKLRSKILTCGPHLISSHLDISRDRLSSYYKFKLTRKVLSLLVQKLGNLMSLDIS.... Result: 0 (no interaction).